This data is from Full USPTO retrosynthesis dataset with 1.9M reactions from patents (1976-2016). The task is: Predict the reactants needed to synthesize the given product. Given the product [O:42]1[CH2:43][CH2:44][N:45]([C:48]2[CH:49]=[CH:50][C:51]([CH2:54][NH:55][C:2]([C:4]3[CH:9]=[CH:8][N:7]=[C:6]([C:10]4[CH:15]=[C:14]([N:16]5[CH2:21][CH2:20][CH2:19][CH2:18][CH2:17]5)[CH:13]=[CH:12][C:11]=4[NH:22][C:23]([C:25]4[CH:26]=[C:27]([CH:39]=[CH:40][CH:41]=4)[CH2:28][S:29][CH2:30][CH2:31][C:32]([O:34][C:35]([CH3:38])([CH3:37])[CH3:36])=[O:33])=[O:24])[CH:5]=3)=[O:3])=[CH:52][CH:53]=2)[CH2:46][CH2:47]1, predict the reactants needed to synthesize it. The reactants are: Cl[C:2]([C:4]1[CH:9]=[CH:8][N:7]=[C:6]([C:10]2[CH:15]=[C:14]([N:16]3[CH2:21][CH2:20][CH2:19][CH2:18][CH2:17]3)[CH:13]=[CH:12][C:11]=2[NH:22][C:23]([C:25]2[CH:26]=[C:27]([CH:39]=[CH:40][CH:41]=2)[CH2:28][S:29][CH2:30][CH2:31][C:32]([O:34][C:35]([CH3:38])([CH3:37])[CH3:36])=[O:33])=[O:24])[CH:5]=1)=[O:3].[O:42]1[CH2:47][CH2:46][N:45]([C:48]2[CH:53]=[CH:52][C:51]([CH2:54][NH2:55])=[CH:50][CH:49]=2)[CH2:44][CH2:43]1.CCN(C(C)C)C(C)C.CN.